This data is from Forward reaction prediction with 1.9M reactions from USPTO patents (1976-2016). The task is: Predict the product of the given reaction. (1) Given the reactants Br[C:2]1[C:15]2[C:14](=[O:16])[N:13]([CH2:17][CH2:18][N:19]3[CH2:24][CH2:23][O:22][CH2:21][CH2:20]3)[C:12](=[O:25])[C:11]3=[CH:26][C:27](Br)=[C:8]4[C:9]([C:10]=23)=[C:4]([C:5](=[O:38])[N:6]([CH2:30][CH2:31][N:32]2[CH2:37][CH2:36][O:35][CH2:34][CH2:33]2)[C:7]4=[O:29])[CH:3]=1.[NH2:39][CH2:40][CH2:41][N:42]1[CH2:47][CH2:46][N:45]([CH3:48])[CH2:44][CH2:43]1, predict the reaction product. The product is: [CH3:48][N:45]1[CH2:46][CH2:47][N:42]([CH2:41][CH2:40][NH:39][C:2]2[C:15]3[C:14](=[O:16])[N:13]([CH2:17][CH2:18][N:19]4[CH2:24][CH2:23][O:22][CH2:21][CH2:20]4)[C:12](=[O:25])[C:11]4=[CH:26][C:27]([NH:39][CH2:40][CH2:41][N:42]5[CH2:47][CH2:46][N:45]([CH3:48])[CH2:44][CH2:43]5)=[C:8]5[C:9]([C:10]=34)=[C:4]([C:5](=[O:38])[N:6]([CH2:30][CH2:31][N:32]3[CH2:37][CH2:36][O:35][CH2:34][CH2:33]3)[C:7]5=[O:29])[CH:3]=2)[CH2:43][CH2:44]1. (2) Given the reactants C[CH2:2][S:3]([NH2:6])(=[O:5])=[O:4].Br[C:8]1[N:17]=[C:16]([C:18]([NH:20][CH2:21][C:22]2[CH:27]=[CH:26][C:25]([F:28])=[CH:24][CH:23]=2)=[O:19])[C:15]([OH:29])=[C:14]2[C:9]=1[CH:10]=[CH:11][CH:12]=[N:13]2.N1C=CC=C[CH:31]=1, predict the reaction product. The product is: [F:28][C:25]1[CH:26]=[CH:27][C:22]([CH2:21][NH:20][C:18]([C:16]2[C:15]([OH:29])=[C:14]3[C:9]([CH:10]=[CH:11][CH:12]=[N:13]3)=[C:8]([N:6]([CH3:31])[S:3]([CH3:2])(=[O:5])=[O:4])[N:17]=2)=[O:19])=[CH:23][CH:24]=1. (3) Given the reactants [CH:1](=O)[CH2:2][CH:3]([CH3:5])[CH3:4].[NH:7]1[CH2:11][CH2:10][CH2:9][CH2:8]1.O, predict the reaction product. The product is: [N:7]1([CH:1]=[CH:2][CH:3]([CH3:5])[CH3:4])[CH2:11][CH2:10][CH2:9][CH2:8]1.